This data is from Reaction yield outcomes from USPTO patents with 853,638 reactions. The task is: Predict the reaction yield, written as a fraction of the theoretical maximum amount of product (1.0 means a 100% yield; for example, 0.34 means a 34% yield). (1) The reactants are Br[C:2]1[CH:3]=[C:4]([C:8]2([C:19]3[CH:24]=[CH:23][N:22]=[C:21]([C:25]([F:28])([F:27])[F:26])[CH:20]=3)[C:16]3[C:11](=[C:12]([F:17])[CH:13]=[CH:14][CH:15]=3)[C:10]([NH2:18])=[N:9]2)[CH:5]=[CH:6][CH:7]=1.C([Sn](CCCC)(CCCC)[C:34]1[CH:39]=[N:38][CH:37]=[CH:36][N:35]=1)CCC. The catalyst is CN(C=O)C.[Cl-].[Na+].O.C1C=CC([P]([Pd]([P](C2C=CC=CC=2)(C2C=CC=CC=2)C2C=CC=CC=2)([P](C2C=CC=CC=2)(C2C=CC=CC=2)C2C=CC=CC=2)[P](C2C=CC=CC=2)(C2C=CC=CC=2)C2C=CC=CC=2)(C2C=CC=CC=2)C2C=CC=CC=2)=CC=1. The product is [F:17][C:12]1[CH:13]=[CH:14][CH:15]=[C:16]2[C:11]=1[C:10]([NH2:18])=[N:9][C:8]2([C:4]1[CH:3]=[CH:2][CH:7]=[C:6]([C:34]2[CH:39]=[N:38][CH:37]=[CH:36][N:35]=2)[CH:5]=1)[C:19]1[CH:24]=[CH:23][N:22]=[C:21]([C:25]([F:26])([F:27])[F:28])[CH:20]=1. The yield is 0.140. (2) The reactants are C([N-]C(C)C)(C)C.[Li+].[CH2:9]([N:11]1[C:19]2[C:14](=[CH:15][CH:16]=[C:17]([O:20][CH3:21])[CH:18]=2)[C:13]([C:22]#[N:23])=[CH:12]1)[CH3:10].[I:24]I. The catalyst is C1COCC1. The product is [CH2:9]([N:11]1[C:19]2[C:14](=[CH:15][CH:16]=[C:17]([O:20][CH3:21])[CH:18]=2)[C:13]([C:22]#[N:23])=[C:12]1[I:24])[CH3:10]. The yield is 0.620. (3) The reactants are [F:1][C:2]1[CH:7]=[CH:6][C:5]([C:8]2[N:12]=[N:11][N:10]([CH3:13])[C:9]=2[CH2:14][O:15][C:16]2[CH:24]=[CH:23][C:19]([C:20]([OH:22])=O)=[CH:18][N:17]=2)=[CH:4][CH:3]=1.[NH2:25][N:26]1[CH2:31][CH2:30][O:29][CH2:28][CH2:27]1. No catalyst specified. The product is [F:1][C:2]1[CH:3]=[CH:4][C:5]([C:8]2[N:12]=[N:11][N:10]([CH3:13])[C:9]=2[CH2:14][O:15][C:16]2[CH:24]=[CH:23][C:19]([C:20]([NH:25][N:26]3[CH2:31][CH2:30][O:29][CH2:28][CH2:27]3)=[O:22])=[CH:18][N:17]=2)=[CH:6][CH:7]=1. The yield is 0.760. (4) The reactants are Cl.C(O)(C)C.[CH2:6]([O:8][P:9]([CH2:14][C:15]1[CH:20]=[CH:19][C:18]([N+:21]([O-])=O)=[C:17]([CH3:24])[CH:16]=1)(=[O:13])[O:10][CH2:11][CH3:12])[CH3:7]. The catalyst is [Zn].[OH-].[Na+]. The product is [CH2:11]([O:10][P:9]([CH2:14][C:15]1[CH:20]=[CH:19][C:18]([NH2:21])=[C:17]([CH3:24])[CH:16]=1)(=[O:13])[O:8][CH2:6][CH3:7])[CH3:12]. The yield is 0.800. (5) The reactants are [N:1]([CH2:4][C:5]1[C:6]([F:22])=[C:7]([O:12][C:13]2[CH:14]=[C:15]([CH:18]=[C:19]([Br:21])[CH:20]=2)[C:16]#[N:17])[C:8]([Cl:11])=[CH:9][CH:10]=1)=[N+]=[N-].C1(P(C2C=CC=CC=2)C2C=CC=CC=2)C=CC=CC=1.O. The catalyst is C1COCC1. The product is [NH2:1][CH2:4][C:5]1[C:6]([F:22])=[C:7]([O:12][C:13]2[CH:14]=[C:15]([CH:18]=[C:19]([Br:21])[CH:20]=2)[C:16]#[N:17])[C:8]([Cl:11])=[CH:9][CH:10]=1. The yield is 0.589. (6) The reactants are [Br:1][C:2]1[N:11]=[C:5]2[CH:6]=[CH:7][CH:8]=[C:9](Br)[N:4]2[N:3]=1.C(=O)([O-])[O-].[K+].[K+].[NH2:18][C@H:19]1[CH2:24][CH2:23][CH2:22][N:21]([C:25]([O:27][C:28]([CH3:31])([CH3:30])[CH3:29])=[O:26])[CH2:20]1. The catalyst is CS(C)=O. The product is [Br:1][C:2]1[N:11]=[C:5]2[CH:6]=[CH:7][CH:8]=[C:9]([NH:18][C@H:19]3[CH2:24][CH2:23][CH2:22][N:21]([C:25]([O:27][C:28]([CH3:31])([CH3:30])[CH3:29])=[O:26])[CH2:20]3)[N:4]2[N:3]=1. The yield is 0.739. (7) The reactants are [Br:1][C:2]1[CH:13]=[CH:12][C:5]([O:6][CH2:7][CH:8]2[CH2:11][NH:10][CH2:9]2)=[CH:4][CH:3]=1.C(N(CC)CC)C.[C:21](OC(=O)C)(=[O:23])[CH3:22]. The catalyst is C(Cl)Cl.C(OCC)(=O)C. The product is [Br:1][C:2]1[CH:3]=[CH:4][C:5]([O:6][CH2:7][CH:8]2[CH2:9][N:10]([C:21](=[O:23])[CH3:22])[CH2:11]2)=[CH:12][CH:13]=1. The yield is 1.00. (8) The reactants are F[B-](F)(F)F.[O:6]=[N+:7]=[O:8].[OH:9][C:10]1[C:18]2[S:17][C:16]([NH:19][C:20]([NH:22][CH2:23][CH3:24])=[O:21])=[N:15][C:14]=2[CH:13]=[CH:12][CH:11]=1. The catalyst is C(#N)C.C(OCC)C. The product is [OH:9][C:10]1[C:18]2[S:17][C:16]([NH:19][C:20]([NH:22][CH2:23][CH3:24])=[O:21])=[N:15][C:14]=2[CH:13]=[CH:12][C:11]=1[N+:7]([O-:8])=[O:6]. The yield is 0.100.